This data is from NCI-60 drug combinations with 297,098 pairs across 59 cell lines. The task is: Regression. Given two drug SMILES strings and cell line genomic features, predict the synergy score measuring deviation from expected non-interaction effect. (1) Synergy scores: CSS=2.46, Synergy_ZIP=-1.23, Synergy_Bliss=1.31, Synergy_Loewe=-2.51, Synergy_HSA=-0.0366. Drug 2: C(CC(=O)O)C(=O)CN.Cl. Cell line: HS 578T. Drug 1: C(=O)(N)NO. (2) Drug 1: CC1=C(C=C(C=C1)NC(=O)C2=CC=C(C=C2)CN3CCN(CC3)C)NC4=NC=CC(=N4)C5=CN=CC=C5. Drug 2: C1CC(=O)NC(=O)C1N2C(=O)C3=CC=CC=C3C2=O. Cell line: UACC-257. Synergy scores: CSS=-2.47, Synergy_ZIP=0.0112, Synergy_Bliss=-0.0807, Synergy_Loewe=-3.10, Synergy_HSA=-2.45. (3) Drug 1: CCC(=C(C1=CC=CC=C1)C2=CC=C(C=C2)OCCN(C)C)C3=CC=CC=C3.C(C(=O)O)C(CC(=O)O)(C(=O)O)O. Drug 2: CC1=C(C=C(C=C1)C(=O)NC2=CC(=CC(=C2)C(F)(F)F)N3C=C(N=C3)C)NC4=NC=CC(=N4)C5=CN=CC=C5. Cell line: HT29. Synergy scores: CSS=0.951, Synergy_ZIP=3.46, Synergy_Bliss=7.69, Synergy_Loewe=4.05, Synergy_HSA=3.10. (4) Drug 1: CCN(CC)CCNC(=O)C1=C(NC(=C1C)C=C2C3=C(C=CC(=C3)F)NC2=O)C. Drug 2: C#CCC(CC1=CN=C2C(=N1)C(=NC(=N2)N)N)C3=CC=C(C=C3)C(=O)NC(CCC(=O)O)C(=O)O. Cell line: HT29. Synergy scores: CSS=57.8, Synergy_ZIP=-1.48, Synergy_Bliss=-3.88, Synergy_Loewe=-12.6, Synergy_HSA=-1.00. (5) Drug 1: CC1C(C(CC(O1)OC2CC(OC(C2O)C)OC3=CC4=CC5=C(C(=O)C(C(C5)C(C(=O)C(C(C)O)O)OC)OC6CC(C(C(O6)C)O)OC7CC(C(C(O7)C)O)OC8CC(C(C(O8)C)O)(C)O)C(=C4C(=C3C)O)O)O)O. Drug 2: C#CCC(CC1=CN=C2C(=N1)C(=NC(=N2)N)N)C3=CC=C(C=C3)C(=O)NC(CCC(=O)O)C(=O)O. Cell line: U251. Synergy scores: CSS=11.8, Synergy_ZIP=-0.365, Synergy_Bliss=0.417, Synergy_Loewe=-0.0711, Synergy_HSA=-0.235. (6) Cell line: MCF7. Drug 1: C(CC(=O)O)C(=O)CN.Cl. Drug 2: C1=NNC2=C1C(=O)NC=N2. Synergy scores: CSS=5.37, Synergy_ZIP=-2.13, Synergy_Bliss=0.0822, Synergy_Loewe=-2.49, Synergy_HSA=-2.20. (7) Drug 1: CC1OCC2C(O1)C(C(C(O2)OC3C4COC(=O)C4C(C5=CC6=C(C=C35)OCO6)C7=CC(=C(C(=C7)OC)O)OC)O)O. Drug 2: C1=CC(=CC=C1CC(C(=O)O)N)N(CCCl)CCCl.Cl. Cell line: SF-539. Synergy scores: CSS=38.4, Synergy_ZIP=-0.474, Synergy_Bliss=4.72, Synergy_Loewe=-5.27, Synergy_HSA=5.49. (8) Drug 1: CC(CN1CC(=O)NC(=O)C1)N2CC(=O)NC(=O)C2. Drug 2: C1C(C(OC1N2C=NC3=C2NC=NCC3O)CO)O. Cell line: UACC-257. Synergy scores: CSS=0.753, Synergy_ZIP=-0.662, Synergy_Bliss=0.315, Synergy_Loewe=-1.77, Synergy_HSA=-1.76. (9) Drug 1: CN(C)C1=NC(=NC(=N1)N(C)C)N(C)C. Drug 2: CC1=C(C(=O)C2=C(C1=O)N3CC4C(C3(C2COC(=O)N)OC)N4)N. Cell line: SF-295. Synergy scores: CSS=50.8, Synergy_ZIP=-2.37, Synergy_Bliss=-1.47, Synergy_Loewe=-34.0, Synergy_HSA=-0.0706. (10) Drug 1: C1=CN(C(=O)N=C1N)C2C(C(C(O2)CO)O)O.Cl. Drug 2: CCCCC(=O)OCC(=O)C1(CC(C2=C(C1)C(=C3C(=C2O)C(=O)C4=C(C3=O)C=CC=C4OC)O)OC5CC(C(C(O5)C)O)NC(=O)C(F)(F)F)O. Cell line: HOP-92. Synergy scores: CSS=59.7, Synergy_ZIP=-3.35, Synergy_Bliss=-4.66, Synergy_Loewe=-1.00, Synergy_HSA=0.780.